Dataset: CYP2D6 inhibition data for predicting drug metabolism from PubChem BioAssay. Task: Regression/Classification. Given a drug SMILES string, predict its absorption, distribution, metabolism, or excretion properties. Task type varies by dataset: regression for continuous measurements (e.g., permeability, clearance, half-life) or binary classification for categorical outcomes (e.g., BBB penetration, CYP inhibition). Dataset: cyp2d6_veith. The molecule is O=C(Nc1cccc(F)c1)N1CC2(CCN(C(=O)c3cccc(F)c3)CC2)C1. The result is 0 (non-inhibitor).